From a dataset of Reaction yield outcomes from USPTO patents with 853,638 reactions. Predict the reaction yield, written as a fraction of the theoretical maximum amount of product (1.0 means a 100% yield; for example, 0.34 means a 34% yield). (1) The reactants are [CH2:1]([C:3]1[CH:7]=[C:6]([C:8]([OH:10])=O)[N:5]([CH3:11])[N:4]=1)[CH3:2].CN(C)C=O.C(Cl)(=O)C(Cl)=O.[NH2:23][C:24]1[CH:25]=[C:26]([CH:41]=[CH:42][C:43]=1[F:44])[O:27][C:28]1[CH:29]=[CH:30][C:31]2[N:32]([CH:34]=[C:35]([NH:37][C:38](=[O:40])[CH3:39])[N:36]=2)[N:33]=1. The catalyst is CN(C)C(=O)C.O1CCCC1. The product is [C:38]([NH:37][C:35]1[N:36]=[C:31]2[CH:30]=[CH:29][C:28]([O:27][C:26]3[CH:41]=[CH:42][C:43]([F:44])=[C:24]([NH:23][C:8]([C:6]4[N:5]([CH3:11])[N:4]=[C:3]([CH2:1][CH3:2])[CH:7]=4)=[O:10])[CH:25]=3)=[N:33][N:32]2[CH:34]=1)(=[O:40])[CH3:39]. The yield is 0.500. (2) The reactants are [C:1]1([CH2:7][C:8](Cl)=[O:9])[CH:6]=[CH:5][CH:4]=[CH:3][CH:2]=1.[S-:11][C:12]#[N:13].[K+].C1(C)C=CC=CC=1.C(O)C.[NH2:25][C:26]1[CH:47]=[CH:46][C:29]([O:30][C:31]2[CH:32]=[CH:33][C:34]3[N:35]([CH:37]=[C:38]([NH:40][C:41]([CH:43]4[CH2:45][CH2:44]4)=[O:42])[N:39]=3)[N:36]=2)=[CH:28][CH:27]=1. The catalyst is C(#N)C.[Cl-].[Na+].O. The product is [C:1]1([CH2:7][C:8]([NH:13][C:12]([NH:25][C:26]2[CH:47]=[CH:46][C:29]([O:30][C:31]3[CH:32]=[CH:33][C:34]4[N:35]([CH:37]=[C:38]([NH:40][C:41]([CH:43]5[CH2:44][CH2:45]5)=[O:42])[N:39]=4)[N:36]=3)=[CH:28][CH:27]=2)=[S:11])=[O:9])[CH:6]=[CH:5][CH:4]=[CH:3][CH:2]=1. The yield is 0.510. (3) The reactants are [CH2:1]([C@@H:8]1[NH:13][CH2:12][CH2:11][N:10]([C:14]2[CH:19]=[CH:18][C:17]([O:20][CH3:21])=[C:16]([O:22][CH:23]3[CH2:27][CH2:26][CH2:25][CH2:24]3)[CH:15]=2)[CH2:9]1)[C:2]1[CH:7]=[CH:6][CH:5]=[CH:4][CH:3]=1.C(N([CH2:33][CH3:34])CC)C.C([CH:37]([CH2:41][C:42](Cl)=[O:43])[C:38](Cl)=[O:39])C.C1C[O:48]CC1. No catalyst specified. The product is [CH2:1]([C@H:8]1[CH2:9][N:10]([C:14]2[CH:19]=[CH:18][C:17]([O:20][CH3:21])=[C:16]([O:22][CH:23]3[CH2:27][CH2:26][CH2:25][CH2:24]3)[CH:15]=2)[CH2:11][CH2:12][N:13]1[C:42](=[O:43])[CH2:41][CH2:37][C:38]([O:39][CH2:33][CH3:34])=[O:48])[C:2]1[CH:3]=[CH:4][CH:5]=[CH:6][CH:7]=1. The yield is 0.930. (4) The reactants are [S:1](N)([NH2:4])(=[O:3])=[O:2].[CH3:6][NH:7][CH2:8][CH2:9][CH2:10][CH2:11][CH2:12][CH3:13]. The catalyst is COCCOC. The product is [CH2:8]([N:7]([CH3:6])[S:1]([NH2:4])(=[O:3])=[O:2])[CH2:9][CH2:10][CH2:11][CH2:12][CH3:13]. The yield is 0.520. (5) The reactants are [C:1]([O:4][C@@H:5]1[C@H:9]([CH2:10][CH2:11][CH2:12][CH2:13][CH2:14][CH2:15][C:16]([O:18][CH3:19])=[O:17])[C@@H:8]([CH2:20][O:21][Si](C(C)(C)C)(C)C)[C@H:7]([O:29][CH:30]2[CH2:35][CH2:34][CH2:33][CH2:32][O:31]2)[CH2:6]1)(=[O:3])[CH3:2].[F-].C([N+](CCCC)(CCCC)CCCC)CCC. The catalyst is O1CCCC1. The product is [C:1]([O:4][C@@H:5]1[C@H:9]([CH2:10][CH2:11][CH2:12][CH2:13][CH2:14][CH2:15][C:16]([O:18][CH3:19])=[O:17])[C@@H:8]([CH2:20][OH:21])[C@H:7]([O:29][CH:30]2[CH2:35][CH2:34][CH2:33][CH2:32][O:31]2)[CH2:6]1)(=[O:3])[CH3:2]. The yield is 0.981. (6) The reactants are [F:1][C:2]1[CH:10]=[C:9]2[C:5]([C:6]([CH:11]=[O:12])=[CH:7][NH:8]2)=[CH:4][C:3]=1[C:13]1[CH:18]=[CH:17][C:16]([O:19][CH3:20])=[CH:15][CH:14]=1.O.[OH:22]P([O-])(O)=O.[Na+].OO.Cl([O-])=O.[Na+].S([O-])([O-])=O.[Na+].[Na+].Cl. The catalyst is CC#N.O. The product is [F:1][C:2]1[CH:10]=[C:9]2[C:5]([C:6]([C:11]([OH:22])=[O:12])=[CH:7][NH:8]2)=[CH:4][C:3]=1[C:13]1[CH:18]=[CH:17][C:16]([O:19][CH3:20])=[CH:15][CH:14]=1. The yield is 0.0600.